Dataset: Catalyst prediction with 721,799 reactions and 888 catalyst types from USPTO. Task: Predict which catalyst facilitates the given reaction. Reactant: [Cl:1][C:2]1[CH:10]=[C:9]2[C:5]([C:6]([C:11]([OH:13])=[O:12])=[CH:7][NH:8]2)=[CH:4][CH:3]=1.[CH3:14]O. Product: [CH3:14][O:12][C:11]([C:6]1[C:5]2[C:9](=[CH:10][C:2]([Cl:1])=[CH:3][CH:4]=2)[NH:8][CH:7]=1)=[O:13]. The catalyst class is: 82.